Dataset: Full USPTO retrosynthesis dataset with 1.9M reactions from patents (1976-2016). Task: Predict the reactants needed to synthesize the given product. (1) Given the product [Br:14][C:9]1[C:10]([CH3:13])=[N:11][NH:12][C:8]=1[C:5]1[CH:4]=[CH:3][C:2]([F:1])=[CH:7][CH:6]=1, predict the reactants needed to synthesize it. The reactants are: [F:1][C:2]1[CH:7]=[CH:6][C:5]([C:8]2[NH:12][N:11]=[C:10]([CH3:13])[CH:9]=2)=[CH:4][CH:3]=1.[Br:14]N1C(=O)CCC1=O. (2) Given the product [CH3:17][C:18]([CH:28]([C:27]([O:34][CH3:35])=[O:33])[C:29]([O:31][CH3:32])=[O:30])([CH3:20])[CH:19]=[CH2:14], predict the reactants needed to synthesize it. The reactants are: [CH:18]1[CH:17]=CC(P([C:14]2[CH:19]=[CH:18][CH:17]=CC=2)[C:18]2[CH:17]=CC=[CH:14][CH:19]=2)=[CH:14][CH:19]=1.[C:20](=O)([O-])OCC=C.[C:27]([O:34][CH3:35])(=[O:33])[CH2:28][C:29]([O:31][CH3:32])=[O:30]. (3) The reactants are: [F-].[K+].[NH2:3][C:4]1[C:9]([F:10])=[C:8](Cl)[N:7]=[C:6]([C:12]([O:14][CH3:15])=[O:13])[C:5]=1[Cl:16].[CH3:17][O:18][C:19]1[C:24](B2OC(C)(C)C(C)(C)O2)=[CH:23][CH:22]=[C:21]([C:34]([F:37])([F:36])[F:35])[N:20]=1.C(#N)C. Given the product [NH2:3][C:4]1[C:5]([Cl:16])=[C:6]([C:12]([O:14][CH3:15])=[O:13])[N:7]=[C:8]([C:24]2[C:19]([O:18][CH3:17])=[N:20][C:21]([C:34]([F:37])([F:35])[F:36])=[CH:22][CH:23]=2)[C:9]=1[F:10], predict the reactants needed to synthesize it.